From a dataset of Blood-brain barrier permeability classification from the B3DB database. Regression/Classification. Given a drug SMILES string, predict its absorption, distribution, metabolism, or excretion properties. Task type varies by dataset: regression for continuous measurements (e.g., permeability, clearance, half-life) or binary classification for categorical outcomes (e.g., BBB penetration, CYP inhibition). Dataset: b3db_classification. (1) The compound is O=C1CCC(N2C(=O)C3C4CCC(C4)C3C2=O)C(=O)N1. The result is 1 (penetrates BBB). (2) The drug is CCCN1CC=C(c2c[nH]c3ccc(Cl)cc23)CC1. The result is 1 (penetrates BBB). (3) The drug is CN(C)C1C(=O)C(C(=O)NCN2CCN(CCO)CC2)=C(O)C2(O)C(=O)C3=C(O)c4c(O)cccc4C(C)(O)C3CC12. The result is 0 (does not penetrate BBB). (4) The molecule is CCC[C@H](C)C1(CCSC)C(=O)NC(=S)NC1=O. The result is 1 (penetrates BBB).